This data is from Reaction yield outcomes from USPTO patents with 853,638 reactions. The task is: Predict the reaction yield, written as a fraction of the theoretical maximum amount of product (1.0 means a 100% yield; for example, 0.34 means a 34% yield). (1) The reactants are C(Cl)(=O)C(Cl)=O.CS(C)=O.[C:11]([C:15]1[CH:19]=[C:18]([CH2:20][OH:21])[N:17]([CH2:22][C:23]2[CH:28]=[CH:27][C:26]([C:29]([F:32])([F:31])[F:30])=[CH:25][C:24]=2[Cl:33])[N:16]=1)([CH3:14])([CH3:13])[CH3:12].C(N(CC)CC)C. The catalyst is ClCCl. The product is [C:11]([C:15]1[CH:19]=[C:18]([CH:20]=[O:21])[N:17]([CH2:22][C:23]2[CH:28]=[CH:27][C:26]([C:29]([F:32])([F:31])[F:30])=[CH:25][C:24]=2[Cl:33])[N:16]=1)([CH3:14])([CH3:12])[CH3:13]. The yield is 0.810. (2) The catalyst is C(O)(=O)C. The yield is 0.540. The product is [O:10]=[C:8]1[C:7]2[C:6](=[CH:5][C:4]([N+:1]([O-:3])=[O:2])=[CH:14][CH:13]=2)[C:11](=[O:12])[N:16]1[CH:17]1[CH2:23][CH2:22][C:21](=[O:24])[NH:20][C:18]1=[O:19]. The reactants are [N+:1]([C:4]1[CH:5]=[C:6]2[C:11](=[O:12])[O:10][C:8](=O)[C:7]2=[CH:13][CH:14]=1)([O-:3])=[O:2].Cl.[NH2:16][CH:17]1[CH2:23][CH2:22][C:21](=[O:24])[NH:20][C:18]1=[O:19].C([O-])(=O)C.[Na+]. (3) The reactants are P([O-])([O-])([O-])=O.[CH3:6][CH:7]([C:12](=[O:15])[CH2:13][CH3:14])[C:8](=[O:11])[CH2:9][CH3:10].[Na+].[Cl-].O=C[C@@H]([C@H]([C@@H]([C@@H](CO)O)O)O)O.[OH-].[Na+]. The catalyst is C1N=C(N)C2N=CN([C@@H]3O[C@H](COP(OP(OC[C@H]4O[C@@H](N5C=C(C(N)=O)CC=C5)[C@H](O)[C@@H]4O)(O)=O)(O)=O)[C@@H](O)[C@H]3OP(O)(O)=O)C=2N=1. The product is [OH:15][C@H:12]([CH2:13][CH3:14])[C@H:7]([CH3:6])[C:8](=[O:11])[CH2:9][CH3:10]. The yield is 0.850.